Dataset: Experimentally validated miRNA-target interactions with 360,000+ pairs, plus equal number of negative samples. Task: Binary Classification. Given a miRNA mature sequence and a target amino acid sequence, predict their likelihood of interaction. (1) The miRNA is mmu-miR-743b-3p with sequence GAAAGACAUCAUGCUGAAUAGA. The protein sequence of the target gene is MAAAFRRGCRVLRSVSHFECRTQHSKAAHKQEPGLGFSFELTEQQKEFQATARKFAREEIIPVAPEYDKSGEYPFPLIKRAWELGLINAHIPESCGGLGLGTFDACLITEELAYGCTGVQTAIEANSLGQMPVILAGNDQQKKKYLGRMTEQPMMCAYCVTEPSAGSDVAAIKTKAEKKGDEYVINGQKMWITNGGKANWYFLLARSNPDPKVPASKAFTGFIVEADTPGIHIGKKELNMGQRCSDTRGIAFEDVRVPKENVLIGEGAGFKIAMGAFDRTRPTVAAGAVGLAQRALDEAT.... Result: 0 (no interaction). (2) The miRNA is hsa-miR-627-5p with sequence GUGAGUCUCUAAGAAAAGAGGA. The protein sequence of the target gene is MAAMAPALTDAAAEAHHIRFKLAPPSSTLSPGSAENNGNANILIAANGTKRKAIAAEDPSLDFRNNPTKEDLGKLQPLVASYLCSDVTSVPSKESLKLQGVFSKQTVLKSHPLLSQSYELRAELLGRQPVLEFSLENLRTMNTSGQTALPQAPVNGLAKKLTKSSTHSDHDNSTSLNGGKRALTSSALHGGEMGGSESGDLKGGMTNCTLPHRSLDVEHTTLYSNNSTANKSSVNSMEQPALQGSSRLSPGTDSSSNLGGVKLEGKKSPLSSILFSALDSDTRITALLRRQADIESRARR.... Result: 1 (interaction). (3) The miRNA is hsa-miR-5195-3p with sequence AUCCAGUUCUCUGAGGGGGCU. The protein sequence of the target gene is MPPGRWHAAYPAQAQSSRERGRLQTVKKEEEDESYTPVQAARPQTLNRPGQELFRQLFRQLRYHESSGPLETLSRLRELCRWWLRPDVLSKAQILELLVLEQFLSILPGELRVWVQLHNPESGEEAVALLEELQRDLDGTSWRDPGPAQSPDVHWMGTGALRSAQIWSLASPLRSSSALGDHLEPPYEIEARDFLAGQSDTPAAQMPALFPREGCPGDQVTPTRSLTAQLQETMTFKDVEVTFSQDEWGWLDSAQRNLYRDVMLENYRNMASLVGPFTKPALISWLEAREPWGLNMQAAQ.... Result: 1 (interaction). (4) The miRNA is mmu-miR-325-3p with sequence UUUAUUGAGCACCUCCUAUCAA. The protein sequence of the target gene is MRARPQVCEALLFALALQTGVCYGIKWLALSKTPSALALNQTQHCKQLEGLVSAQVQLCRSNLELMHTVVHAAREVMKACRRAFADMRWNCSSIELAPNYLLDLERGTRESAFVYALSAAAISHAIARACTSGDLPGCSCGPVPGEPPGPGNRWGGCADNLSYGLLMGAKFSDAPMKVKKTGSQANKLMRLHNSEVGRQALRASLEMKCKCHGVSGSCSIRTCWKGLQELQDVAADLKTRYLSATKVVHRPMGTRKHLVPKDLDIRPVKDSELVYLQSSPDFCMKNEKVGSHGTQDRQCN.... Result: 0 (no interaction).